This data is from Forward reaction prediction with 1.9M reactions from USPTO patents (1976-2016). The task is: Predict the product of the given reaction. Given the reactants [F:1][C:2]1[CH:9]=[C:8]([C:10]2[CH:15]=[CH:14][C:13]([CH2:16][CH2:17][CH3:18])=[CH:12][CH:11]=2)[CH:7]=[C:6]([F:19])[C:3]=1[CH:4]=[O:5].O.[BH4-].[Na+].Cl, predict the reaction product. The product is: [F:1][C:2]1[CH:9]=[C:8]([C:10]2[CH:15]=[CH:14][C:13]([CH2:16][CH2:17][CH3:18])=[CH:12][CH:11]=2)[CH:7]=[C:6]([F:19])[C:3]=1[CH2:4][OH:5].